Dataset: Full USPTO retrosynthesis dataset with 1.9M reactions from patents (1976-2016). Task: Predict the reactants needed to synthesize the given product. Given the product [F:32][C:26]1[CH:27]=[CH:28][CH:29]=[C:30]([F:31])[C:25]=1[NH:24][C:22](=[O:23])[C:21]1[CH:33]=[C:17]([C:9]2[N:10]=[C:11]3[CH:16]=[CH:15][CH:14]=[CH:13][N:12]3[C:8]=2[C:6]2[CH:5]=[CH:4][N:3]=[C:2]([NH:41][C:40]3[CH:42]=[CH:43][C:44]([N:46]4[CH2:51][CH2:50][CH:49]([CH2:52][CH2:53][S:54]([CH3:57])(=[O:56])=[O:55])[CH2:48][CH2:47]4)=[CH:45][C:39]=3[O:38][CH3:37])[N:7]=2)[CH:18]=[CH:19][C:20]=1[O:34][CH2:35][CH3:36], predict the reactants needed to synthesize it. The reactants are: Cl[C:2]1[N:7]=[C:6]([C:8]2[N:12]3[CH:13]=[CH:14][CH:15]=[CH:16][C:11]3=[N:10][C:9]=2[C:17]2[CH:18]=[CH:19][C:20]([O:34][CH2:35][CH3:36])=[C:21]([CH:33]=2)[C:22]([NH:24][C:25]2[C:30]([F:31])=[CH:29][CH:28]=[CH:27][C:26]=2[F:32])=[O:23])[CH:5]=[CH:4][N:3]=1.[CH3:37][O:38][C:39]1[CH:45]=[C:44]([N:46]2[CH2:51][CH2:50][CH:49]([CH2:52][CH2:53][S:54]([CH3:57])(=[O:56])=[O:55])[CH2:48][CH2:47]2)[CH:43]=[CH:42][C:40]=1[NH2:41].Cl.